The task is: Binary Classification. Given a miRNA mature sequence and a target amino acid sequence, predict their likelihood of interaction.. This data is from Experimentally validated miRNA-target interactions with 360,000+ pairs, plus equal number of negative samples. (1) The miRNA is hsa-miR-6764-5p with sequence UCCCAGGGUCUGGUCAGAGUUG. The protein sequence of the target gene is MNWTGLYTLLSGVNRHSTAIGRVWLSVIFIFRIMVLVVAAESVWGDEKSSFICNTLQPGCNSVCYDQFFPISHVRLWSLQLILVSTPALLVAMHVAHQQHIEKKMLRLEGHGDPLHLEEVKRHKVHISGTLWWTYVISVVFRLLFEAVFMYVFYLLYPGYAMVRLVKCDVYPCPNTVDCFVSRPTEKTVFTVFMLAASGICIILNVAEVVYLIIRACARRAQRRSNPPSRKGSGFGHRLSPEYKQNEINKLLSEQDGSLKDILRRSPGTGAGLAEKSDRCSAC. Result: 1 (interaction). (2) The miRNA is hsa-miR-509-3p with sequence UGAUUGGUACGUCUGUGGGUAG. The protein sequence of the target gene is MSDVAETVVAQEPEVVEPVEEKPTETGSDDVVVIDEKTSEQNGEKTEETQAEATEEKNETEAEEADKDKAVENGEAKDTNGNDRKRVSSAHEEAPVADAEEDAPLTKKSKVEDEVDVAASGDAPAVAAE. Result: 0 (no interaction).